This data is from Full USPTO retrosynthesis dataset with 1.9M reactions from patents (1976-2016). The task is: Predict the reactants needed to synthesize the given product. (1) The reactants are: [Cl:1][C:2]1[CH:3]=[C:4]([C:9]#[C:10][CH2:11][OH:12])[CH:5]=[CH:6][C:7]=1[CH3:8]. Given the product [Cl:1][C:2]1[CH:3]=[C:4]([CH2:9][CH2:10][CH2:11][OH:12])[CH:5]=[CH:6][C:7]=1[CH3:8], predict the reactants needed to synthesize it. (2) Given the product [CH2:1]([O:3][C:4]([C:6]1[C:7]2[S:14][CH:13]=[C:12]([CH2:15][O:16][C:17]3[CH:22]=[CH:21][CH:20]=[C:19]([NH:23][C:24](=[O:33])[C:25]4[CH:30]=[CH:29][CH:28]=[C:27]([O:31][CH3:32])[CH:26]=4)[CH:18]=3)[C:8]=2[CH:9]=[N:10][CH:11]=1)=[O:5])[CH3:2], predict the reactants needed to synthesize it. The reactants are: [CH2:1]([O:3][C:4]([C:6]1[C:7]2[S:14][CH:13]=[C:12]([CH2:15][O:16][C:17]3[CH:22]=[CH:21][CH:20]=[C:19]([NH2:23])[CH:18]=3)[C:8]=2[CH:9]=[N:10][CH:11]=1)=[O:5])[CH3:2].[C:24](Cl)(=[O:33])[C:25]1[CH:30]=[CH:29][CH:28]=[C:27]([O:31][CH3:32])[CH:26]=1. (3) Given the product [F:1][C:2]1[C:3]([NH:17][C:18](=[S:30])[CH3:19])=[N:4][C:5]([O:8][CH2:9][C:10]2[CH:15]=[CH:14][C:13]([F:16])=[CH:12][CH:11]=2)=[N:6][CH:7]=1, predict the reactants needed to synthesize it. The reactants are: [F:1][C:2]1[C:3]([NH:17][C:18](=O)[CH3:19])=[N:4][C:5]([O:8][CH2:9][C:10]2[CH:15]=[CH:14][C:13]([F:16])=[CH:12][CH:11]=2)=[N:6][CH:7]=1.COC1C=CC(P2(SP(C3C=CC(OC)=CC=3)(=S)S2)=[S:30])=CC=1. (4) Given the product [CH3:1][C@:2]1([C:9]([OH:13])=[O:10])[CH2:8][CH2:7][CH2:6][CH2:5][CH2:4][O:3]1, predict the reactants needed to synthesize it. The reactants are: [CH3:1][C@:2]1([CH2:9][OH:10])[CH2:8][CH2:7][CH2:6][CH2:5][CH2:4][O:3]1.CC(C)=[O:13].OS(O)(=O)=O.O=[Cr](=O)=O. (5) Given the product [OH:1][C:2]1[CH:7]=[CH:6][C:5]([C:8]2[CH:9]=[C:10]([CH:17]=[N:19][OH:20])[C:11]3[O:15][CH:14]=[CH:13][C:12]=3[CH:16]=2)=[CH:4][CH:3]=1, predict the reactants needed to synthesize it. The reactants are: [OH:1][C:2]1[CH:7]=[CH:6][C:5]([C:8]2[CH:9]=[C:10]([CH:17]=O)[C:11]3[O:15][CH:14]=[CH:13][C:12]=3[CH:16]=2)=[CH:4][CH:3]=1.[NH2:19][OH:20].CO.N1C=CC=CC=1. (6) The reactants are: [C:1]([O:5][C:6]([N:8]1[CH2:13][CH2:12][NH:11][CH2:10][CH2:9]1)=[O:7])([CH3:4])([CH3:3])[CH3:2].C(N(CC)CC)C.Cl[C:22](=[O:28])[CH2:23][C:24]([O:26][CH3:27])=[O:25]. Given the product [CH3:27][O:26][C:24](=[O:25])[CH2:23][C:22]([N:11]1[CH2:12][CH2:13][N:8]([C:6]([O:5][C:1]([CH3:4])([CH3:2])[CH3:3])=[O:7])[CH2:9][CH2:10]1)=[O:28], predict the reactants needed to synthesize it. (7) Given the product [F:1][C:2]1[CH:10]=[C:9]2[C:5]([CH:6]=[CH:7][N:8]2[S:11]([C:14]2[CH:19]=[CH:18][C:17]([O:20][CH2:21][C:22]([F:26])([F:27])[CH:23]([F:24])[F:25])=[C:16]([N:28]3[CH2:29][CH2:30][N:31]([CH3:34])[CH2:32][CH2:33]3)[CH:15]=2)(=[O:12])=[O:13])=[CH:4][CH:3]=1, predict the reactants needed to synthesize it. The reactants are: [F:1][C:2]1[CH:10]=[C:9]2[C:5]([CH:6]=[CH:7][N:8]2[S:11]([C:14]2[CH:19]=[CH:18][C:17]([O:20][CH2:21][C:22]([F:27])([F:26])[CH:23]([F:25])[F:24])=[C:16]([N:28]3[CH2:33][CH2:32][NH:31][CH2:30][CH2:29]3)[CH:15]=2)(=[O:13])=[O:12])=[CH:4][CH:3]=1.[C:34]([BH3-])#N.[Na+].C=O.